From a dataset of NCI-60 drug combinations with 297,098 pairs across 59 cell lines. Regression. Given two drug SMILES strings and cell line genomic features, predict the synergy score measuring deviation from expected non-interaction effect. (1) Drug 1: CN(C)N=NC1=C(NC=N1)C(=O)N. Drug 2: CN(C)C1=NC(=NC(=N1)N(C)C)N(C)C. Cell line: OVCAR3. Synergy scores: CSS=-2.27, Synergy_ZIP=-0.808, Synergy_Bliss=-3.26, Synergy_Loewe=-9.89, Synergy_HSA=-5.91. (2) Drug 1: CC(C)(C#N)C1=CC(=CC(=C1)CN2C=NC=N2)C(C)(C)C#N. Drug 2: CC1=C(C=C(C=C1)C(=O)NC2=CC(=CC(=C2)C(F)(F)F)N3C=C(N=C3)C)NC4=NC=CC(=N4)C5=CN=CC=C5. Cell line: HCC-2998. Synergy scores: CSS=-3.56, Synergy_ZIP=2.15, Synergy_Bliss=1.98, Synergy_Loewe=-7.89, Synergy_HSA=-7.62. (3) Drug 1: C1=C(C(=O)NC(=O)N1)F. Drug 2: CCC1=C2CN3C(=CC4=C(C3=O)COC(=O)C4(CC)O)C2=NC5=C1C=C(C=C5)O. Cell line: EKVX. Synergy scores: CSS=33.1, Synergy_ZIP=1.06, Synergy_Bliss=1.48, Synergy_Loewe=4.10, Synergy_HSA=3.95. (4) Drug 1: COC1=NC(=NC2=C1N=CN2C3C(C(C(O3)CO)O)O)N. Drug 2: C1CNP(=O)(OC1)N(CCCl)CCCl. Cell line: HOP-62. Synergy scores: CSS=12.6, Synergy_ZIP=6.06, Synergy_Bliss=3.18, Synergy_Loewe=-7.28, Synergy_HSA=-1.40.